From a dataset of Forward reaction prediction with 1.9M reactions from USPTO patents (1976-2016). Predict the product of the given reaction. Given the reactants [NH2:1][C:2]1[N:7]=[CH:6][C:5]([C:8]2[C:9]3[CH2:23][CH2:22][N:21]([C@@:24]4([CH3:36])[CH2:28][CH2:27][N:26](C(OC(C)(C)C)=O)[CH2:25]4)[C:10]=3[N:11]=[C:12]([N:14]3[CH2:19][CH2:18][O:17][CH2:16][C@@H:15]3[CH3:20])[N:13]=2)=[CH:4][N:3]=1.[ClH:37].O1CCOCC1, predict the reaction product. The product is: [ClH:37].[CH3:20][C@H:15]1[CH2:16][O:17][CH2:18][CH2:19][N:14]1[C:12]1[N:13]=[C:8]([C:5]2[CH:4]=[N:3][C:2]([NH2:1])=[N:7][CH:6]=2)[C:9]2[CH2:23][CH2:22][N:21]([C@@:24]3([CH3:36])[CH2:28][CH2:27][NH:26][CH2:25]3)[C:10]=2[N:11]=1.